Task: Predict the reaction yield, written as a fraction of the theoretical maximum amount of product (1.0 means a 100% yield; for example, 0.34 means a 34% yield).. Dataset: Reaction yield outcomes from USPTO patents with 853,638 reactions (1) The reactants are [Cl:1][C:2]1[C:3]([NH:17][CH:18]2[CH2:35][CH2:34][C:21]3([CH2:26][CH2:25][N:24](C(OC(C)(C)C)=O)[CH2:23][CH2:22]3)[CH2:20][CH2:19]2)=[N:4][C:5]([NH:8][C:9]2[CH:10]=[N:11][N:12]([CH2:14][CH2:15][OH:16])[CH:13]=2)=[N:6][CH:7]=1.Cl.CCOC(C)=O. The catalyst is ClCCl. The product is [CH2:22]1[C:21]2([CH2:34][CH2:35][CH:18]([NH:17][C:3]3[C:2]([Cl:1])=[CH:7][N:6]=[C:5]([NH:8][C:9]4[CH:10]=[N:11][N:12]([CH2:14][CH2:15][OH:16])[CH:13]=4)[N:4]=3)[CH2:19][CH2:20]2)[CH2:26][CH2:25][NH:24][CH2:23]1. The yield is 0.848. (2) The catalyst is C(O)C. The yield is 0.810. The product is [Br:16][C:17]1[CH:23]=[CH:22][C:20]([NH:21][CH2:11][C:9]([C:4]2[CH:3]=[C:2]([Cl:1])[CH:7]=[C:6]([Cl:8])[CH:5]=2)([OH:10])[C:12]([F:15])([F:14])[F:13])=[CH:19][C:18]=1[Cl:24]. The reactants are [Cl:1][C:2]1[CH:3]=[C:4]([C:9]2([C:12]([F:15])([F:14])[F:13])[CH2:11][O:10]2)[CH:5]=[C:6]([Cl:8])[CH:7]=1.[Br:16][C:17]1[CH:23]=[CH:22][C:20]([NH2:21])=[CH:19][C:18]=1[Cl:24]. (3) The reactants are [CH2:1]([N:3]1[C:12](=[O:13])[C:11]2[C:6](=[CH:7][CH:8]=[C:9]([N+:14]([O-])=O)[CH:10]=2)[N:5]([CH2:17][S:18][CH3:19])[C:4]1=[O:20])[CH3:2].[Sn](Cl)Cl. The catalyst is C(O)C. The product is [NH2:14][C:9]1[CH:10]=[C:11]2[C:6](=[CH:7][CH:8]=1)[N:5]([CH2:17][S:18][CH3:19])[C:4](=[O:20])[N:3]([CH2:1][CH3:2])[C:12]2=[O:13]. The yield is 0.306. (4) The reactants are [CH:1]1([NH:4][C:5](=[O:46])[NH:6][C:7]2[CH:44]=[CH:43][C:10]([O:11][C:12]3[CH:17]=[CH:16][N:15]=[C:14]4[CH:18]=[C:19]([C:21]5[N:26]=[CH:25][C:24]([CH2:27][N:28]([CH2:36][CH2:37][O:38][CH2:39][CH2:40][O:41][CH3:42])C(=O)OC(C)(C)C)=[CH:23][CH:22]=5)[S:20][C:13]=34)=[C:9]([F:45])[CH:8]=2)[CH2:3][CH2:2]1.FC(F)(F)C(O)=O.[OH-].[Na+]. The catalyst is ClCCl. The product is [CH:1]1([NH:4][C:5]([NH:6][C:7]2[CH:44]=[CH:43][C:10]([O:11][C:12]3[CH:17]=[CH:16][N:15]=[C:14]4[CH:18]=[C:19]([C:21]5[CH:22]=[CH:23][C:24]([CH2:27][NH:28][CH2:36][CH2:37][O:38][CH2:39][CH2:40][O:41][CH3:42])=[CH:25][N:26]=5)[S:20][C:13]=34)=[C:9]([F:45])[CH:8]=2)=[O:46])[CH2:2][CH2:3]1. The yield is 0.720. (5) The reactants are [NH2:1][C:2]1[CH:14]=[CH:13][C:5]([CH2:6][P:7](=[O:12])([O:10][CH3:11])[O:8][CH3:9])=[CH:4][CH:3]=1.[O:15]1[CH:19]=[CH:18][C:17]([C:20]2[N:24]([CH3:25])[N:23]=[CH:22][C:21]=2/[CH:26]=[CH:27]/[C:28](O)=[O:29])=[CH:16]1.O.ON1C2C=CC=CC=2N=N1.Cl.C(N=C=NCCCN(C)C)C.Cl. The catalyst is CN(C)C=O. The product is [O:15]1[CH:19]=[CH:18][C:17]([C:20]2[N:24]([CH3:25])[N:23]=[CH:22][C:21]=2/[CH:26]=[CH:27]/[C:28]([NH:1][C:2]2[CH:14]=[CH:13][C:5]([CH2:6][P:7](=[O:12])([O:8][CH3:9])[O:10][CH3:11])=[CH:4][CH:3]=2)=[O:29])=[CH:16]1. The yield is 0.300. (6) The reactants are [C:1]12[C:7](=[CH:8][CH:9]=[CH:10][CH:11]=1)[NH:6]C(=O)[O:4][C:2]2=O.[CH:13]1([C:16]2[CH:22]=[CH:21][C:19]([NH2:20])=[CH:18][CH:17]=2)[CH2:15][CH2:14]1. The catalyst is CN(C=O)C. The product is [NH2:6][C:7]1[CH:8]=[CH:9][CH:10]=[CH:11][C:1]=1[C:2]([NH:20][C:19]1[CH:21]=[CH:22][C:16]([CH:13]2[CH2:15][CH2:14]2)=[CH:17][CH:18]=1)=[O:4]. The yield is 0.560.